From a dataset of Reaction yield outcomes from USPTO patents with 853,638 reactions. Predict the reaction yield, written as a fraction of the theoretical maximum amount of product (1.0 means a 100% yield; for example, 0.34 means a 34% yield). The yield is 0.140. The catalyst is CO.CCN(CC)CC.CC(O)=O. The product is [CH2:32]([N:24]1[CH2:25][CH2:26][CH2:27][CH:23]1[CH2:22][N:21]1[C:20]2[C:15]([C:16](=[O:29])[NH:17][C:18](=[O:28])[N:19]=2)=[N:14][C:13]2[CH:30]=[C:9]([CH3:8])[C:10]([CH3:31])=[CH:11][C:12]1=2)[C:33]1[CH:38]=[CH:37][CH:36]=[CH:35][CH:34]=1. The reactants are C(O)(C(F)(F)F)=O.[CH3:8][C:9]1[C:10]([CH3:31])=[CH:11][C:12]2[N:21]([CH2:22][CH:23]3[CH2:27][CH2:26][CH2:25][NH:24]3)[C:20]3[C:15]([C:16](=[O:29])[NH:17][C:18](=[O:28])[N:19]=3)=[N:14][C:13]=2[CH:30]=1.[CH:32](=O)[C:33]1[CH:38]=[CH:37][CH:36]=[CH:35][CH:34]=1.[BH3-]C#N.[Na+].